The task is: Predict the reaction yield, written as a fraction of the theoretical maximum amount of product (1.0 means a 100% yield; for example, 0.34 means a 34% yield).. This data is from Reaction yield outcomes from USPTO patents with 853,638 reactions. (1) The reactants are [OH:1][C@@H:2]1[CH2:7][CH2:6][C@H:5]([N:8]2[C:13](=[O:14])[C:12]([CH2:15][C:16]3[CH:21]=[CH:20][C:19]([C:22]4[C:23]([C:28]#[N:29])=[CH:24][CH:25]=[CH:26][CH:27]=4)=[CH:18][CH:17]=3)=[C:11]([CH2:30][CH2:31][CH3:32])[N:10]3[N:33]=[CH:34][N:35]=[C:9]23)[CH2:4][CH2:3]1.[O:36]1[CH:40]=[CH:39][C:38](O)=[N:37]1.C1(P(C2C=CC=CC=2)C2C=CC=CC=2)C=CC=CC=1.[N:62]([C:63]([O:65]C(C)C)=[O:64])=[N:62][C:63]([O:65]C(C)C)=[O:64].Cl.[Cl-].O[NH3+].C(=O)([O-])O.[Na+]. The catalyst is O1CCCC1.O.C(OCC)(=O)C.CS(C)=O. The product is [O:36]1[CH:40]=[CH:39][C:38]([O:1][C@H:2]2[CH2:7][CH2:6][C@H:5]([N:8]3[C:13](=[O:14])[C:12]([CH2:15][C:16]4[CH:21]=[CH:20][C:19]([C:22]5[CH:27]=[CH:26][CH:25]=[CH:24][C:23]=5[C:28]5[NH:62][C:63](=[O:64])[O:65][N:29]=5)=[CH:18][CH:17]=4)=[C:11]([CH2:30][CH2:31][CH3:32])[N:10]4[N:33]=[CH:34][N:35]=[C:9]34)[CH2:4][CH2:3]2)=[N:37]1. The yield is 0.180. (2) The reactants are [Cl:1][C:2]1[CH:3]=[C:4]([CH:27]=[CH:28][C:29]=1[Cl:30])[O:5][CH:6]1[CH2:11][CH2:10][N:9]([CH2:12][CH:13]([OH:26])[CH2:14][O:15][C:16]2[CH:21]=[CH:20][CH:19]=[CH:18][C:17]=2[NH:22]C(=O)C)[CH2:8][CH2:7]1. The catalyst is Cl. The product is [ClH:1].[ClH:1].[NH2:22][C:17]1[CH:18]=[CH:19][CH:20]=[CH:21][C:16]=1[O:15][CH2:14][CH:13]([OH:26])[CH2:12][N:9]1[CH2:8][CH2:7][CH:6]([O:5][C:4]2[CH:27]=[CH:28][C:29]([Cl:30])=[C:2]([Cl:1])[CH:3]=2)[CH2:11][CH2:10]1. The yield is 0.650. (3) The reactants are [Cl:1][C:2]1[CH:6]=[N:5][N:4]([CH3:7])[C:3]=1[C:8]1[CH:9]=[C:10]([NH:16][C:17]([NH:19][C:20]2[CH:25]=[CH:24][C:23]([F:26])=[CH:22][C:21]=2[F:27])=[O:18])[CH:11]=[CH:12][C:13]=1[O:14]C.[Cl-].[Al+3].[Cl-].[Cl-].C(OCC)(=O)C. The catalyst is ClCCCl. The product is [Cl:1][C:2]1[CH:6]=[N:5][N:4]([CH3:7])[C:3]=1[C:8]1[CH:9]=[C:10]([NH:16][C:17]([NH:19][C:20]2[CH:25]=[CH:24][C:23]([F:26])=[CH:22][C:21]=2[F:27])=[O:18])[CH:11]=[CH:12][C:13]=1[OH:14]. The yield is 0.750. (4) The reactants are [C:1]([C:5]1[CH:11]=[CH:10][C:8]([NH2:9])=[CH:7][CH:6]=1)([CH3:4])([CH3:3])[CH3:2].[F:12][C:13](I)([F:18])[C:14]([F:17])([F:16])[F:15].S(S([O-])=O)([O-])=O.[Na+].[Na+].C(=O)([O-])O.[Na+].S([O-])([O-])(=O)=O.C([N+](CCCC)(CCCC)CCCC)CCC.C([N+](CCCC)(CCCC)CCCC)CCC. The catalyst is C(OCC)(=O)C.O. The product is [C:1]([C:5]1[CH:6]=[CH:7][C:8]([NH2:9])=[C:10]([C:13]([F:18])([F:12])[C:14]([F:17])([F:16])[F:15])[CH:11]=1)([CH3:4])([CH3:2])[CH3:3]. The yield is 0.180. (5) The reactants are [N:1]1[C:6]2[NH:7][CH:8]=[CH:9][C:5]=2[C:4](O)=[N:3][CH:2]=1.P(Cl)(Cl)([Cl:13])=O. No catalyst specified. The product is [Cl:13][C:4]1[C:5]2[CH:9]=[CH:8][NH:7][C:6]=2[N:1]=[CH:2][N:3]=1. The yield is 0.420.